Dataset: Peptide-MHC class I binding affinity with 185,985 pairs from IEDB/IMGT. Task: Regression. Given a peptide amino acid sequence and an MHC pseudo amino acid sequence, predict their binding affinity value. This is MHC class I binding data. (1) The binding affinity (normalized) is 0.0847. The MHC is HLA-A02:12 with pseudo-sequence HLA-A02:12. The peptide sequence is RYEFTAPFI. (2) The peptide sequence is RGRKPIFRK. The MHC is HLA-B57:01 with pseudo-sequence HLA-B57:01. The binding affinity (normalized) is 0.0847. (3) The peptide sequence is CTLYVTVF. The MHC is Mamu-A01 with pseudo-sequence Mamu-A01. The binding affinity (normalized) is 0.310.